Dataset: Catalyst prediction with 721,799 reactions and 888 catalyst types from USPTO. Task: Predict which catalyst facilitates the given reaction. (1) Reactant: [CH:1]1([C:4]2[N:8]([C:9]3[CH:14]=[CH:13][C:12]([NH:15][C:16]([C:18]4[CH:19]=[C:20]5[C:25](=[CH:26][CH:27]=4)[N:24]=[CH:23][CH:22]=[CH:21]5)=[O:17])=[CH:11][CH:10]=3)[N:7]=[C:6]([C:28]([F:31])([F:30])[F:29])[CH:5]=2)[CH2:3][CH2:2]1.C1COCC1.[ClH:37]. Product: [ClH:37].[CH:1]1([C:4]2[N:8]([C:9]3[CH:10]=[CH:11][C:12]([NH:15][C:16]([C:18]4[CH:19]=[C:20]5[C:25](=[CH:26][CH:27]=4)[N:24]=[CH:23][CH:22]=[CH:21]5)=[O:17])=[CH:13][CH:14]=3)[N:7]=[C:6]([C:28]([F:30])([F:29])[F:31])[CH:5]=2)[CH2:3][CH2:2]1. The catalyst class is: 27. (2) Reactant: Br[C:2]1[CH:3]=[C:4]2[C:9](=[C:10](/[CH:12]=[C:13](\[CH3:19])/[C:14]([O:16][CH2:17][CH3:18])=[O:15])[CH:11]=1)[N:8]([CH3:20])[CH2:7][CH2:6][CH2:5]2.[CH2:21]([O:25][CH2:26][CH2:27][O:28][C:29]1[CH:34]=[CH:33][C:32](OB(O)O)=[CH:31][CH:30]=1)[CH2:22][CH2:23][CH3:24].C(=O)([O-])[O-].[K+].[K+]. Product: [CH2:21]([O:25][CH2:26][CH2:27][O:28][C:29]1[CH:30]=[CH:31][C:32]([C:2]2[CH:3]=[C:4]3[C:9](=[C:10](/[CH:12]=[C:13](\[CH3:19])/[C:14]([O:16][CH2:17][CH3:18])=[O:15])[CH:11]=2)[N:8]([CH3:20])[CH2:7][CH2:6][CH2:5]3)=[CH:33][CH:34]=1)[CH2:22][CH2:23][CH3:24]. The catalyst class is: 460. (3) Reactant: [Br:1][C:2]1[CH:7]=[CH:6][C:5]([CH2:8]Br)=[CH:4][CH:3]=1.C(N(CC)CC)C.[CH:17]12[NH:24][CH:21]([CH2:22][CH2:23]1)[CH2:20][C:19](=[O:25])[CH2:18]2. Product: [Br:1][C:2]1[CH:7]=[CH:6][C:5]([CH2:8][N:24]2[CH:17]3[CH2:23][CH2:22][CH:21]2[CH2:20][C:19](=[O:25])[CH2:18]3)=[CH:4][CH:3]=1. The catalyst class is: 1. (4) Reactant: [N:1]1([C:7]2[CH:12]=[CH:11][C:10]([NH:13][C:14]([C:16]3[C:17]([C:22]4[CH:27]=[CH:26][C:25]([C:28]([F:31])([F:30])[F:29])=[CH:24][CH:23]=4)=[CH:18][CH:19]=[CH:20][CH:21]=3)=[O:15])=[CH:9][CH:8]=2)[CH2:6][CH2:5][NH:4][CH2:3][CH2:2]1.C([O-])([O-])=O.[K+].[K+].Br[CH2:39][C:40]([NH2:42])=[O:41]. Product: [C:40]([CH2:39][N:4]1[CH2:5][CH2:6][N:1]([C:7]2[CH:8]=[CH:9][C:10]([NH:13][C:14]([C:16]3[C:17]([C:22]4[CH:27]=[CH:26][C:25]([C:28]([F:29])([F:31])[F:30])=[CH:24][CH:23]=4)=[CH:18][CH:19]=[CH:20][CH:21]=3)=[O:15])=[CH:11][CH:12]=2)[CH2:2][CH2:3]1)(=[O:41])[NH2:42]. The catalyst class is: 21. (5) Reactant: Cl[C:2]1[C:3]2[N:4]([C:8]([C:19]3[CH:24]=[CH:23][N:22]=[C:21]([NH:25][C:26]4[CH:31]=[CH:30][CH:29]=[CH:28]C=4)[N:20]=3)=[C:9]([C:11]3[CH:16]=[CH:15][CH:14]=[C:13]([O:17][CH3:18])[CH:12]=3)[N:10]=2)[CH:5]=[CH:6][CH:7]=1.C1(P(C2C=CC=CC=2)C2C=CC3C(=CC=CC=3)C=2C2C3C(=CC=CC=3)C=CC=2P(C2C=CC=CC=2)C2C=CC=CC=2)C=CC=CC=1.C(=O)([O-])[O-].[Cs+].[Cs+].C(OCC)(=O)C.[CH:90]1([NH2:95])[CH2:94][CH2:93][CH2:92][CH2:91]1. Product: [CH:90]1([NH:95][C:2]2[C:3]3[N:4]([C:8]([C:19]4[CH:24]=[CH:23][N:22]=[C:21]([NH:25][CH:26]5[CH2:31][CH2:30][CH2:29][CH2:28]5)[N:20]=4)=[C:9]([C:11]4[CH:16]=[CH:15][CH:14]=[C:13]([O:17][CH3:18])[CH:12]=4)[N:10]=3)[CH:5]=[CH:6][CH:7]=2)[CH2:94][CH2:93][CH2:92][CH2:91]1. The catalyst class is: 713. (6) Reactant: I([O-])(=O)(=O)=O.[Na+].[OH:7][CH:8]([C:11]1[N:16]=[C:15]([CH2:17][N:18]2[C:26]3[C:21](=[C:22]([NH:27][C:28]([C:30]4[N:34]5[CH:35]=[CH:36][CH:37]=[CH:38][C:33]5=[N:32][CH:31]=4)=[O:29])[CH:23]=[CH:24][CH:25]=3)[C:20]([CH2:39][CH3:40])=[N:19]2)[CH:14]=[CH:13][CH:12]=1)CO. Product: [CH2:39]([C:20]1[C:21]2[C:26](=[CH:25][CH:24]=[CH:23][C:22]=2[NH:27][C:28]([C:30]2[N:34]3[CH:35]=[CH:36][CH:37]=[CH:38][C:33]3=[N:32][CH:31]=2)=[O:29])[N:18]([CH2:17][C:15]2[CH:14]=[CH:13][CH:12]=[C:11]([CH:8]=[O:7])[N:16]=2)[N:19]=1)[CH3:40]. The catalyst class is: 4. (7) Reactant: C[O:2][C:3]1[CH:4]=[C:5]2[C:10](=[CH:11][C:12]=1[C:13]1[CH:14]=[N:15][CH:16]=[CH:17][CH:18]=1)[CH:9]=[N:8][CH:7]=[CH:6]2.C[S-].[Na+]. Product: [N:15]1[CH:16]=[CH:17][CH:18]=[C:13]([C:12]2[CH:11]=[C:10]3[C:5]([CH:6]=[CH:7][N:8]=[CH:9]3)=[CH:4][C:3]=2[OH:2])[CH:14]=1. The catalyst class is: 9. (8) Reactant: [CH2:1]([C:5]1[N:6]=[C:7]2[CH:15]=[CH:14][CH:13]=[CH:12][N:8]2[C:9](=[O:11])[CH:10]=1)[CH2:2][CH2:3][CH3:4].[Br:16]N1C(=O)CCC1=O. Product: [Br:16][C:10]1[C:9](=[O:11])[N:8]2[CH:12]=[CH:13][CH:14]=[CH:15][C:7]2=[N:6][C:5]=1[CH2:1][CH2:2][CH2:3][CH3:4]. The catalyst class is: 53.